From a dataset of Forward reaction prediction with 1.9M reactions from USPTO patents (1976-2016). Predict the product of the given reaction. (1) Given the reactants [C:1]1([C:19]2[CH:24]=[CH:23][CH:22]=[CH:21][CH:20]=2)[CH:6]=[CH:5][C:4]([S:7]([NH:10][CH:11]([CH2:16][CH:17]=[CH2:18])[C:12]([O:14]C)=[O:13])(=[O:9])=[O:8])=[CH:3][CH:2]=1.C[O:26]C(=O)CN(CC=C)C(OC(C)(C)C)=O.FC(F)(F)C(O)=O.C(N(CC)CC)C.[C:55]1(C2C=CC=CC=2)[CH:60]=[CH:59][C:58]([S:61](Cl)(=O)=O)=[CH:57][CH:56]=1, predict the reaction product. The product is: [C:1]1([C:19]2[CH:24]=[CH:23][CH:22]=[CH:21][CH:20]=2)[CH:6]=[CH:5][C:4]([S:7]([NH:10][CH:11]([CH2:16][CH:17]([OH:26])[CH2:18][S:61][C:58]2[CH:59]=[CH:60][CH:55]=[CH:56][CH:57]=2)[C:12]([OH:14])=[O:13])(=[O:9])=[O:8])=[CH:3][CH:2]=1. (2) Given the reactants [C:1]1([CH2:7][O:8][CH2:9][CH2:10][O:11][CH2:12][CH2:13][CH:14]([C:20](OCC)=[O:21])[C:15](OCC)=[O:16])[CH:6]=[CH:5][CH:4]=[CH:3][CH:2]=1.[H-].[H-].[H-].[H-].[Li+].[Al+3].O.[OH-].[Na+], predict the reaction product. The product is: [C:1]1([CH2:7][O:8][CH2:9][CH2:10][O:11][CH2:12][CH2:13][CH:14]([CH2:15][OH:16])[CH2:20][OH:21])[CH:2]=[CH:3][CH:4]=[CH:5][CH:6]=1.